Dataset: Peptide-MHC class I binding affinity with 185,985 pairs from IEDB/IMGT. Task: Regression. Given a peptide amino acid sequence and an MHC pseudo amino acid sequence, predict their binding affinity value. This is MHC class I binding data. (1) The peptide sequence is ALYSYASAK. The MHC is HLA-A68:02 with pseudo-sequence HLA-A68:02. The binding affinity (normalized) is 0.0847. (2) The peptide sequence is YYFSYPLFV. The MHC is HLA-B57:01 with pseudo-sequence HLA-B57:01. The binding affinity (normalized) is 0.0847. (3) The peptide sequence is ATFSVPMEK. The MHC is HLA-A02:03 with pseudo-sequence HLA-A02:03. The binding affinity (normalized) is 0. (4) The peptide sequence is MQDVFTFYV. The MHC is HLA-A02:12 with pseudo-sequence HLA-A02:12. The binding affinity (normalized) is 1.00. (5) The peptide sequence is RLQMAGVEVR. The MHC is HLA-A68:01 with pseudo-sequence HLA-A68:01. The binding affinity (normalized) is 0.370. (6) The peptide sequence is LTSNVDVGCL. The MHC is HLA-A68:02 with pseudo-sequence HLA-A68:02. The binding affinity (normalized) is 0.690. (7) The peptide sequence is SEITIRCII. The MHC is Mamu-A11 with pseudo-sequence Mamu-A11. The binding affinity (normalized) is 0.939. (8) The peptide sequence is ETGLSASDV. The MHC is HLA-A02:06 with pseudo-sequence HLA-A02:06. The binding affinity (normalized) is 0. (9) The peptide sequence is SEAQMSIQL. The MHC is HLA-B40:01 with pseudo-sequence HLA-B40:01. The binding affinity (normalized) is 0.134.